Dataset: Full USPTO retrosynthesis dataset with 1.9M reactions from patents (1976-2016). Task: Predict the reactants needed to synthesize the given product. (1) Given the product [ClH:8].[ClH:8].[CH:12]([C@H:15]1[CH2:16][NH:17][CH2:18][CH2:19][N:20]1[C:6]1[N:7]=[C:2]([NH2:1])[N:3]=[C:4]2[N:45]([CH3:44])[N:46]=[CH:9][C:5]=12)([CH3:13])[CH3:14], predict the reactants needed to synthesize it. The reactants are: [NH2:1][C:2]1[N:7]=[C:6]([Cl:8])[C:5]([CH:9]=O)=[C:4](Cl)[N:3]=1.[CH:12]([C@@H:15]1[NH:20][CH2:19][CH2:18][N:17](C(OC(C)(C)C)=O)[CH2:16]1)([CH3:14])[CH3:13].CCN(C(C)C)C(C)C.C(N(CC)CC)C.[CH3:44][NH:45][NH2:46]. (2) Given the product [C@H:3]12[CH2:9][C@H:6]([CH2:7][CH2:8]1)[CH2:5][C@H:4]2[C:10]1([CH3:17])[C:14](=[O:15])[N:13]([CH2:19][C:20](=[O:21])[C:22]2[CH:26]=[CH:25][S:24][CH:23]=2)[N:12]=[C:11]1[CH3:16], predict the reactants needed to synthesize it. The reactants are: [H-].[Na+].[CH:3]12[CH2:9][CH:6]([CH2:7][CH2:8]1)[CH2:5][CH:4]2[C:10]1([CH3:17])[C:14](=[O:15])[NH:13][N:12]=[C:11]1[CH3:16].Br[CH2:19][C:20]([C:22]1[CH:26]=[CH:25][S:24][CH:23]=1)=[O:21]. (3) The reactants are: [C:1]([O:5][C:6](=[O:25])[NH:7][C:8]1[CH:13]=[C:12]([N:14]2[CH2:19][CH2:18][S:17][CH2:16][CH2:15]2)[C:11]([C:20]([F:23])([F:22])[F:21])=[CH:10][C:9]=1[NH2:24])([CH3:4])([CH3:3])[CH3:2].C([O:30][C:31](=O)[CH2:32][C:33]([C:35]1[CH:40]=[CH:39][N:38]=[C:37]([C:41]#[N:42])[CH:36]=1)=[O:34])(C)(C)C. Given the product [C:1]([O:5][C:6](=[O:25])[NH:7][C:8]1[CH:13]=[C:12]([N:14]2[CH2:15][CH2:16][S:17][CH2:18][CH2:19]2)[C:11]([C:20]([F:21])([F:22])[F:23])=[CH:10][C:9]=1[NH:24][C:31](=[O:30])[CH2:32][C:33]([C:35]1[CH:40]=[CH:39][N:38]=[C:37]([C:41]#[N:42])[CH:36]=1)=[O:34])([CH3:4])([CH3:2])[CH3:3], predict the reactants needed to synthesize it. (4) Given the product [OH:5][CH:6]1[CH2:24][CH:23]2[N:8]([C:9](=[O:45])[NH:10][CH2:11][CH2:12][CH2:13][CH2:14][CH2:15][CH:16]=[CH:17][CH:18]3[C:20]([C:26]([NH:28][S:29]([CH:32]4[CH2:33][CH2:34]4)(=[O:31])=[O:30])=[O:27])([NH:21][C:22]2=[O:25])[CH2:19]3)[CH2:7]1, predict the reactants needed to synthesize it. The reactants are: C(OC[O:5][CH:6]1[CH2:24][CH:23]2[N:8]([C:9](=[O:45])[N:10](CC3C=CC(OC)=CC=3)[CH2:11][CH2:12][CH2:13][CH2:14][CH2:15][CH:16]=[CH:17][CH:18]3[C:20]([C:26]([NH:28][S:29]([C:32]4(C)[CH2:34][CH2:33]4)(=[O:31])=[O:30])=[O:27])([NH:21][C:22]2=[O:25])[CH2:19]3)[CH2:7]1)C.Cl.C(=O)([O-])O.[Na+]. (5) Given the product [Cl:1][C:2]1[C:7]([N+:8]([O-:10])=[O:9])=[CH:6][N:5]=[C:4]([NH2:11])[C:3]=1[C:12]#[CH:13], predict the reactants needed to synthesize it. The reactants are: [Cl:1][C:2]1[C:7]([N+:8]([O-:10])=[O:9])=[CH:6][N:5]=[C:4]([NH2:11])[C:3]=1[C:12]#[C:13][Si](C)(C)C.[F-].[K+].C.